Dataset: Full USPTO retrosynthesis dataset with 1.9M reactions from patents (1976-2016). Task: Predict the reactants needed to synthesize the given product. Given the product [Cl:33][C:34]1[C:39]([Cl:40])=[CH:38][CH:37]=[CH:36][C:35]=1[C:2]1[CH:11]=[CH:10][C:5]([C:6]([O:8][CH3:9])=[O:7])=[C:4]([CH2:12][N:13]2[C:17](=[O:18])[N:16]([CH2:19][C@H:20]([OH:25])[C:21]([F:22])([F:24])[F:23])[C:15]([C:26]3[CH:31]=[CH:30][C:29]([Cl:32])=[CH:28][CH:27]=3)=[N:14]2)[CH:3]=1, predict the reactants needed to synthesize it. The reactants are: Br[C:2]1[CH:11]=[CH:10][C:5]([C:6]([O:8][CH3:9])=[O:7])=[C:4]([CH2:12][N:13]2[C:17](=[O:18])[N:16]([CH2:19][C@H:20]([OH:25])[C:21]([F:24])([F:23])[F:22])[C:15]([C:26]3[CH:31]=[CH:30][C:29]([Cl:32])=[CH:28][CH:27]=3)=[N:14]2)[CH:3]=1.[Cl:33][C:34]1[C:39]([Cl:40])=[CH:38][CH:37]=[CH:36][C:35]=1B(O)O.